Dataset: Full USPTO retrosynthesis dataset with 1.9M reactions from patents (1976-2016). Task: Predict the reactants needed to synthesize the given product. (1) Given the product [Br:1][C:2]1[N:7]2[CH:8]=[CH:9][N:10]=[C:6]2[C:5]([NH:20][C:19]2[CH:18]=[CH:17][C:16]([S:13]([CH3:12])(=[O:15])=[O:14])=[CH:22][CH:21]=2)=[N:4][CH:3]=1, predict the reactants needed to synthesize it. The reactants are: [Br:1][C:2]1[N:7]2[CH:8]=[CH:9][N:10]=[C:6]2[C:5](Br)=[N:4][CH:3]=1.[CH3:12][S:13]([C:16]1[CH:22]=[CH:21][C:19]([NH2:20])=[CH:18][CH:17]=1)(=[O:15])=[O:14]. (2) The reactants are: IC.[C:3](=O)([O-])[O-].[K+].[K+].[CH3:9][O:10][C:11]([C:13]1[O:14][C:15]([CH3:36])=[C:16]([CH2:18][NH:19][C:20]2[CH:25]=[CH:24][C:23]([C:26]3[CH:31]=[CH:30][C:29]([O:32][CH:33]([F:35])[F:34])=[CH:28][CH:27]=3)=[CH:22][CH:21]=2)[CH:17]=1)=[O:12]. Given the product [CH3:9][O:10][C:11]([C:13]1[O:14][C:15]([CH3:36])=[C:16]([CH2:18][N:19]([C:20]2[CH:21]=[CH:22][C:23]([C:26]3[CH:31]=[CH:30][C:29]([O:32][CH:33]([F:35])[F:34])=[CH:28][CH:27]=3)=[CH:24][CH:25]=2)[CH3:3])[CH:17]=1)=[O:12], predict the reactants needed to synthesize it. (3) Given the product [CH2:1]([N:8]1[C:17]2[CH2:16][CH2:15][N:14]([CH3:25])[CH2:13][CH2:12][C:11]=2[C:10]([C:18]2[CH:23]=[CH:22][C:21]([Cl:24])=[CH:20][CH:19]=2)=[N:9]1)[C:2]1[CH:7]=[CH:6][CH:5]=[CH:4][CH:3]=1, predict the reactants needed to synthesize it. The reactants are: [CH2:1]([N:8]1[C:17]2[CH2:16][CH2:15][NH:14][CH2:13][CH2:12][C:11]=2[C:10]([C:18]2[CH:23]=[CH:22][C:21]([Cl:24])=[CH:20][CH:19]=2)=[N:9]1)[C:2]1[CH:7]=[CH:6][CH:5]=[CH:4][CH:3]=1.[C:25](O)(=O)C.C=O.[BH-](OC(C)=O)(OC(C)=O)OC(C)=O.[Na+]. (4) Given the product [C:1]([O:5][C:6]([N:8]1[CH2:13][CH2:12][N:11]2[C:14]([Cl:30])=[N:15][C:16]([I:17])=[C:10]2[CH:9]1[CH2:18][CH2:19][C:20]1[CH:21]=[CH:22][C:23]([C:26]([F:27])([F:28])[F:29])=[CH:24][CH:25]=1)=[O:7])([CH3:4])([CH3:2])[CH3:3], predict the reactants needed to synthesize it. The reactants are: [C:1]([O:5][C:6]([N:8]1[CH2:13][CH2:12][N:11]2[CH:14]=[N:15][C:16]([I:17])=[C:10]2[CH:9]1[CH2:18][CH2:19][C:20]1[CH:25]=[CH:24][C:23]([C:26]([F:29])([F:28])[F:27])=[CH:22][CH:21]=1)=[O:7])([CH3:4])([CH3:3])[CH3:2].[Cl:30]N1C(=O)CCC1=O. (5) Given the product [Cl:1][C:2]1[N:7]=[CH:6][C:5]([CH2:8][Cl:10])=[CH:4][C:3]=1[F:9], predict the reactants needed to synthesize it. The reactants are: [Cl:1][C:2]1[N:7]=[CH:6][C:5]([CH3:8])=[CH:4][C:3]=1[F:9].[Cl:10]N1C(=O)CCC1=O.N(C(C)(C)C#N)=NC(C)(C)C#N.